This data is from TCR-epitope binding with 47,182 pairs between 192 epitopes and 23,139 TCRs. The task is: Binary Classification. Given a T-cell receptor sequence (or CDR3 region) and an epitope sequence, predict whether binding occurs between them. (1) The epitope is LLLGIGILV. The TCR CDR3 sequence is CASSEAGVGTEAFF. Result: 1 (the TCR binds to the epitope). (2) The epitope is HTTDPSFLGRY. The TCR CDR3 sequence is CATKPSGLAGETQYF. Result: 1 (the TCR binds to the epitope). (3) The epitope is SGPLKAEIAQRLED. The TCR CDR3 sequence is CASSRGTGESPLHF. Result: 0 (the TCR does not bind to the epitope). (4) The epitope is IVTDFSVIK. The TCR CDR3 sequence is CASSTGQVDTGELFF. Result: 0 (the TCR does not bind to the epitope).